From a dataset of Full USPTO retrosynthesis dataset with 1.9M reactions from patents (1976-2016). Predict the reactants needed to synthesize the given product. Given the product [Cl:1][C:2]1[C:11]2[C:6](=[CH:7][CH:8]=[C:9]([S:12]([CH:13]3[CH2:18][CH2:17][O:16][CH2:15][CH2:14]3)(=[O:19])=[O:25])[CH:10]=2)[N:5]=[CH:4][CH:3]=1, predict the reactants needed to synthesize it. The reactants are: [Cl:1][C:2]1[C:11]2[C:6](=[CH:7][CH:8]=[C:9]([S:12][CH:13]3[CH2:18][CH2:17][O:16][CH2:15][CH2:14]3)[CH:10]=2)[N:5]=[CH:4][CH:3]=1.[OH:19]OS([O-])=O.[K+].[OH2:25].